Predict which catalyst facilitates the given reaction. From a dataset of Catalyst prediction with 721,799 reactions and 888 catalyst types from USPTO. Reactant: [CH3:1][C:2]1[CH:7]=[CH:6][N:5]=[CH:4][C:3]=1[N:8]1[CH2:12][CH2:11][NH:10][C:9]1=[O:13].Br[C:15]1[CH:20]=[CH:19][C:18]([F:21])=[CH:17][CH:16]=1.N[C@@H]1CCCC[C@H]1N.C(=O)([O-])[O-].[K+].[K+]. Product: [F:21][C:18]1[CH:19]=[CH:20][C:15]([N:10]2[CH2:11][CH2:12][N:8]([C:3]3[CH:4]=[N:5][CH:6]=[CH:7][C:2]=3[CH3:1])[C:9]2=[O:13])=[CH:16][CH:17]=1. The catalyst class is: 246.